From a dataset of Reaction yield outcomes from USPTO patents with 853,638 reactions. Predict the reaction yield, written as a fraction of the theoretical maximum amount of product (1.0 means a 100% yield; for example, 0.34 means a 34% yield). The reactants are [Cl:1]C1C=CC(C#N)=C(N2CCOCC2)N=1.[Cl:16][C:17]1[CH:25]=[CH:24][C:20]([C:21]([NH2:23])=[O:22])=[C:19](N2CCOCC2)[N:18]=1.P(Cl)(Cl)(Cl)=O.N1C=CC=CC=1. The catalyst is C(#N)C. The product is [Cl:1][C:19]1[N:18]=[C:17]([Cl:16])[CH:25]=[CH:24][C:20]=1[C:21]([NH2:23])=[O:22]. The yield is 0.910.